Dataset: Forward reaction prediction with 1.9M reactions from USPTO patents (1976-2016). Task: Predict the product of the given reaction. (1) Given the reactants C(O)(=O)[C@@H]([C@H](C(O)=O)O)O.[CH2:11]([O:13][C:14]([C@@H:16]1[CH2:21][CH2:20][CH2:19][NH:18][CH2:17]1)=[O:15])[CH3:12], predict the reaction product. The product is: [CH2:11]([O:13][C:14]([C@@H:16]1[CH2:21][CH2:20][CH2:19][NH:18][CH2:17]1)=[O:15])[CH3:12]. (2) Given the reactants [OH-:1].[K+].[F:3][C:4]1[CH:5]=[C:6]2[C:10](=[CH:11][CH:12]=1)[NH:9][C:8](=[O:13])[C:7]2=O.[F:15][C:16]([F:28])([F:27])[C:17]1[CH:18]=[C:19]([C:23](=O)[CH2:24][CH3:25])[CH:20]=[CH:21][CH:22]=1, predict the reaction product. The product is: [F:3][C:4]1[CH:5]=[C:6]2[C:10](=[CH:11][CH:12]=1)[N:9]=[C:23]([C:19]1[CH:20]=[CH:21][CH:22]=[C:17]([C:16]([F:15])([F:27])[F:28])[CH:18]=1)[C:24]([CH3:25])=[C:7]2[C:8]([OH:13])=[O:1]. (3) The product is: [O:12]1[C:13]2[C:8](=[CH:7][CH:6]=[CH:5][CH:14]=2)[CH2:9][CH2:10][CH2:11]1. Given the reactants COCO[C:5]1[CH:14]=[C:13]2[C:8]([CH:9](CCCCCCCCCSCCCC(F)(F)C(F)(F)F)[CH:10](C3C=CC(OCOC)=CC=3)[CH2:11][O:12]2)=[CH:7][CH:6]=1.Cl.O, predict the reaction product. (4) Given the reactants [CH:1](=O)[CH:2]([CH3:4])[CH3:3].Cl.[NH2:7][CH2:8][CH:9]1[CH2:14][CH2:13][CH:12]([C:15]([N:17]2[CH2:26][C:25]3[CH:24]=[N:23][N:22]([CH3:27])[C:21]=3[NH:20][C:19]3[CH:28]=[CH:29][CH:30]=[CH:31][C:18]2=3)=[O:16])[CH2:11][CH2:10]1.C(O[BH-](OC(=O)C)OC(=O)C)(=O)C.[Na+], predict the reaction product. The product is: [CH2:1]([NH:7][CH2:8][CH:9]1[CH2:14][CH2:13][CH:12]([C:15]([N:17]2[CH2:26][C:25]3[CH:24]=[N:23][N:22]([CH3:27])[C:21]=3[NH:20][C:19]3[CH:28]=[CH:29][CH:30]=[CH:31][C:18]2=3)=[O:16])[CH2:11][CH2:10]1)[CH:2]([CH3:4])[CH3:3]. (5) Given the reactants [O:1]=[C:2]1[C:10]2[C:5](=[CH:6][C:7]([O:23][CH2:24][CH2:25][CH2:26][CH2:27][CH3:28])=[C:8]([O:11][CH2:12][C:13]3[CH:14]=[C:15]([CH:20]=[CH:21][CH:22]=3)[C:16]([O:18]C)=[O:17])[CH:9]=2)[CH2:4][CH2:3]1.CO.[OH-].[Na+].O, predict the reaction product. The product is: [O:1]=[C:2]1[C:10]2[C:5](=[CH:6][C:7]([O:23][CH2:24][CH2:25][CH2:26][CH2:27][CH3:28])=[C:8]([O:11][CH2:12][C:13]3[CH:14]=[C:15]([CH:20]=[CH:21][CH:22]=3)[C:16]([OH:18])=[O:17])[CH:9]=2)[CH2:4][CH2:3]1. (6) Given the reactants C([O:3][C:4](=O)[CH2:5][N:6]1[CH2:15][CH2:14][C:13]2[C:8](=[CH:9][CH:10]=[CH:11][CH:12]=2)[CH2:7]1)C.[NH2:17][NH2:18], predict the reaction product. The product is: [CH2:7]1[C:8]2[C:13](=[CH:12][CH:11]=[CH:10][CH:9]=2)[CH2:14][CH2:15][N:6]1[CH2:5][C:4]([NH:17][NH2:18])=[O:3]. (7) Given the reactants [F:1][C:2]([F:25])([F:24])[C:3]([NH:5][C:6]1([CH3:23])[CH:12]([OH:13])[CH2:11][CH2:10][N:9]([C:14]2[N:18]([CH3:19])[N:17]=[CH:16][C:15]=2[N+:20]([O-])=O)[CH2:8][CH2:7]1)=[O:4].C([O-])=O.[NH4+], predict the reaction product. The product is: [NH2:20][C:15]1[CH:16]=[N:17][N:18]([CH3:19])[C:14]=1[N:9]1[CH2:10][CH2:11][CH:12]([OH:13])[C:6]([NH:5][C:3](=[O:4])[C:2]([F:25])([F:24])[F:1])([CH3:23])[CH2:7][CH2:8]1. (8) Given the reactants [BH4-].[Na+].FC(F)(F)C([NH:7][CH:8]1[CH2:13][CH2:12][N:11]([CH2:14][C:15]2[CH:16]=[N:17][CH:18]=[CH:19][CH:20]=2)[CH2:10][CH2:9]1)=O, predict the reaction product. The product is: [N:17]1[CH:18]=[CH:19][CH:20]=[C:15]([CH2:14][N:11]2[CH2:10][CH2:9][CH:8]([NH2:7])[CH2:13][CH2:12]2)[CH:16]=1. (9) The product is: [F:21][C:19]1[CH:18]=[CH:17][C:16]([O:22][CH3:23])=[C:15]([CH:20]=1)[CH2:14][N:12]([CH3:13])[C:10](=[O:11])[CH2:9][CH2:8][CH2:7][N:5]1[CH:6]=[C:2]([C:28]2[CH:29]=[CH:30][C:25]([F:24])=[CH:26][C:27]=2[CH3:34])[CH:3]=[N:4]1. Given the reactants Br[C:2]1[CH:3]=[N:4][N:5]([CH2:7][CH2:8][CH2:9][C:10]([N:12]([CH2:14][C:15]2[CH:20]=[C:19]([F:21])[CH:18]=[CH:17][C:16]=2[O:22][CH3:23])[CH3:13])=[O:11])[CH:6]=1.[F:24][C:25]1[CH:30]=[CH:29][C:28](B(O)O)=[C:27]([CH3:34])[CH:26]=1, predict the reaction product. (10) Given the reactants [H-].[Na+].[CH3:3][N:4]1[CH2:8][CH2:7][NH:6][C:5]1=[O:9].Br[CH2:11][CH2:12][CH2:13][NH:14][C:15](=[O:21])[O:16][C:17]([CH3:20])([CH3:19])[CH3:18], predict the reaction product. The product is: [C:17]([O:16][C:15](=[O:21])[NH:14][CH2:13][CH2:12][CH2:11][N:6]1[CH2:7][CH2:8][N:4]([CH3:3])[C:5]1=[O:9])([CH3:20])([CH3:19])[CH3:18].